This data is from Catalyst prediction with 721,799 reactions and 888 catalyst types from USPTO. The task is: Predict which catalyst facilitates the given reaction. (1) Reactant: [NH:1]1[CH:5]=[C:4]([C:6]([OH:8])=O)[N:3]=[N:2]1.CCN(C(C)C)C(C)C.CN(C(ON1N=NC2C=CC(=CC1=2)Cl)=[N+](C)C)C.F[P-](F)(F)(F)(F)F.[CH:43]1([O:49][C:50]([O:52][CH:53]([O:55][C:56](=[O:77])[C@@:57]([CH2:75][OH:76])([CH3:74])[CH2:58][C@H:59]([NH2:73])[CH2:60][C:61]2[CH:66]=[CH:65][C:64]([C:67]3[CH:72]=[CH:71][CH:70]=[CH:69][CH:68]=3)=[CH:63][CH:62]=2)[CH3:54])=[O:51])[CH2:48][CH2:47][CH2:46][CH2:45][CH2:44]1. Product: [CH:43]1([O:49][C:50]([O:52][C@H:53]([O:55][C:56](=[O:77])[C@@:57]([CH2:75][OH:76])([CH3:74])[CH2:58][C@H:59]([NH:73][C:6]([C:4]2[NH:3][N:2]=[N:1][CH:5]=2)=[O:8])[CH2:60][C:61]2[CH:66]=[CH:65][C:64]([C:67]3[CH:68]=[CH:69][CH:70]=[CH:71][CH:72]=3)=[CH:63][CH:62]=2)[CH3:54])=[O:51])[CH2:44][CH2:45][CH2:46][CH2:47][CH2:48]1. The catalyst class is: 3. (2) Reactant: [CH3:1][O:2][C:3]1[CH:4]=[C:5]([NH:11][C:12]2[N:17]=[C:16]([N:18]3[C:22]([CH3:23])=[CH:21][C:20]([C:24]([F:27])([F:26])[F:25])=[N:19]3)[C:15]([C:28]3[CH:29]=[N:30][C:31]([O:36][CH3:37])=[C:32]([CH:35]=3)[C:33]#[N:34])=[CH:14][N:13]=2)[CH:6]=[C:7]([O:9][CH3:10])[CH:8]=1.C([Sn](=O)CCCC)CCC.[Si]([N:52]=[N+:53]=[N-:54])(C)(C)C. Product: [CH3:1][O:2][C:3]1[CH:4]=[C:5]([NH:11][C:12]2[N:17]=[C:16]([N:18]3[C:22]([CH3:23])=[CH:21][C:20]([C:24]([F:25])([F:26])[F:27])=[N:19]3)[C:15]([C:28]3[CH:29]=[N:30][C:31]([O:36][CH3:37])=[C:32]([C:33]4[NH:54][N:53]=[N:52][N:34]=4)[CH:35]=3)=[CH:14][N:13]=2)[CH:6]=[C:7]([O:9][CH3:10])[CH:8]=1. The catalyst class is: 12. (3) Reactant: [F:1][C:2]1[CH:7]=[C:6]([N+:8]([O-])=O)[CH:5]=[CH:4][C:3]=1[CH2:11][C:12]#[N:13]. Product: [NH2:8][C:6]1[CH:5]=[CH:4][C:3]([CH2:11][C:12]#[N:13])=[C:2]([F:1])[CH:7]=1. The catalyst class is: 19.